Dataset: Full USPTO retrosynthesis dataset with 1.9M reactions from patents (1976-2016). Task: Predict the reactants needed to synthesize the given product. (1) Given the product [O:42]=[C:17]1[C:16]([CH2:15][C:12]2[CH:11]=[CH:10][C:9]([C:4]3[C:3]([C:1]#[N:2])=[CH:8][CH:7]=[CH:6][CH:5]=3)=[CH:14][CH:13]=2)=[C:21]([CH2:22][CH2:23][CH3:24])[N:20]2[N:25]=[CH:26][N:27]=[C:19]2[N:18]1[C@H:28]1[CH2:33][CH2:32][C@H:31]([O:34][CH2:35][C:36](=[O:37])[CH3:43])[CH2:30][CH2:29]1, predict the reactants needed to synthesize it. The reactants are: [C:1]([C:3]1[CH:8]=[CH:7][CH:6]=[CH:5][C:4]=1[C:9]1[CH:14]=[CH:13][C:12]([CH2:15][C:16]2[C:17](=[O:42])[N:18]([C@H:28]3[CH2:33][CH2:32][C@H:31]([O:34][CH2:35][C:36](N(OC)C)=[O:37])[CH2:30][CH2:29]3)[C:19]3[N:20]([N:25]=[CH:26][N:27]=3)[C:21]=2[CH2:22][CH2:23][CH3:24])=[CH:11][CH:10]=1)#[N:2].[CH3:43][Mg]Br.Cl. (2) The reactants are: C([Sn](CCCC)(CCCC)[C:6]([O:8]CC)=[CH2:7])CCC.Br[C:20]1[CH:21]=[CH:22][CH:23]=[C:24]2[C:29]=1[N:28]=[C:27]([C:30]([N:32]1[CH2:37][CH2:36][O:35][CH2:34][CH2:33]1)=[O:31])[CH:26]=[CH:25]2.C1(C)C=CC=CC=1.C(OC=C)=C. Given the product [N:32]1([C:30]([C:27]2[CH:26]=[CH:25][C:24]3[C:29](=[C:20]([C:6](=[O:8])[CH3:7])[CH:21]=[CH:22][CH:23]=3)[N:28]=2)=[O:31])[CH2:37][CH2:36][O:35][CH2:34][CH2:33]1, predict the reactants needed to synthesize it. (3) Given the product [CH3:1][C:2]1[S:3][C:4]2[CH:10]=[CH:9][C:8]([O:11][CH2:12][C@H:13]([OH:21])[CH2:14][N:15]3[CH2:16][CH2:17][N:18]([CH2:24][CH:23]=[CH2:22])[CH2:19][CH2:20]3)=[CH:7][C:5]=2[N:6]=1, predict the reactants needed to synthesize it. The reactants are: [CH3:1][C:2]1[S:3][C:4]2[CH:10]=[CH:9][C:8]([O:11][CH2:12][C@H:13]([OH:21])[CH2:14][N:15]3[CH2:20][CH2:19][NH:18][CH2:17][CH2:16]3)=[CH:7][C:5]=2[N:6]=1.[CH2:22](Br)[CH:23]=[CH2:24].C(=O)([O-])[O-].[K+].[K+].ClCCl. (4) Given the product [NH:12]1[C:13]2[C:9](=[C:8]([C:6]3[N:5]=[C:4]4[N:17]([CH3:20])[N:18]=[CH:19][C:3]4=[C:2]([C:29]4[CH:30]=[C:31]([NH:32][C:33](=[O:35])[CH3:34])[CH:36]=[CH:37][CH:38]=4)[CH:7]=3)[CH:16]=[CH:15][CH:14]=2)[CH:10]=[N:11]1, predict the reactants needed to synthesize it. The reactants are: Cl[C:2]1[CH:7]=[C:6]([C:8]2[CH:16]=[CH:15][CH:14]=[C:13]3[C:9]=2[CH:10]=[N:11][NH:12]3)[N:5]=[C:4]2[N:17]([CH3:20])[N:18]=[CH:19][C:3]=12.CC1(C)C(C)(C)OB([C:29]2[CH:30]=[C:31]([CH:36]=[CH:37][CH:38]=2)[NH:32][C:33](=[O:35])[CH3:34])O1.C(=O)([O-])[O-].[Na+].[Na+]. (5) Given the product [ClH:37].[CH:1]1([N:6]2[CH2:7][CH2:8][CH:9]([O:12][C:13]3[CH:18]=[CH:17][C:16]([N:19]4[CH:23]=[C:22]([C:24]([NH:26][CH2:27][CH2:28][CH2:29][C:30]([OH:32])=[O:31])=[O:25])[CH:21]=[N:20]4)=[CH:15][CH:14]=3)[CH2:10][CH2:11]2)[CH2:2][CH2:3][CH2:4][CH2:5]1, predict the reactants needed to synthesize it. The reactants are: [CH:1]1([N:6]2[CH2:11][CH2:10][CH:9]([O:12][C:13]3[CH:18]=[CH:17][C:16]([N:19]4[CH:23]=[C:22]([C:24]([NH:26][CH2:27][CH2:28][CH2:29][C:30]([O:32]C(C)(C)C)=[O:31])=[O:25])[CH:21]=[N:20]4)=[CH:15][CH:14]=3)[CH2:8][CH2:7]2)[CH2:5][CH2:4][CH2:3][CH2:2]1.[ClH:37]. (6) Given the product [Cl:1][C:2]1[C:10]([N+:11]([O-:13])=[O:12])=[CH:9][C:5]([C:6]([Cl:20])=[O:7])=[CH:4][C:3]=1[N+:14]([O-:16])=[O:15], predict the reactants needed to synthesize it. The reactants are: [Cl:1][C:2]1[C:10]([N+:11]([O-:13])=[O:12])=[CH:9][C:5]([C:6](O)=[O:7])=[CH:4][C:3]=1[N+:14]([O-:16])=[O:15].C(Cl)(=O)C([Cl:20])=O.